Dataset: Full USPTO retrosynthesis dataset with 1.9M reactions from patents (1976-2016). Task: Predict the reactants needed to synthesize the given product. Given the product [NH:16]1[C:17]2[C:13](=[CH:12][C:11]([NH:10][C:8]([C:4]3[CH:3]=[C:2]([N:24]([CH:25]([CH3:27])[CH3:26])[CH2:23][CH2:22][O:21][CH3:20])[N:7]=[CH:6][N:5]=3)=[O:9])=[CH:19][CH:18]=2)[CH:14]=[N:15]1, predict the reactants needed to synthesize it. The reactants are: Cl[C:2]1[N:7]=[CH:6][N:5]=[C:4]([C:8]([NH:10][C:11]2[CH:12]=[C:13]3[C:17](=[CH:18][CH:19]=2)[NH:16][N:15]=[CH:14]3)=[O:9])[CH:3]=1.[CH3:20][O:21][CH2:22][CH2:23][NH:24][CH:25]([CH3:27])[CH3:26].